This data is from Catalyst prediction with 721,799 reactions and 888 catalyst types from USPTO. The task is: Predict which catalyst facilitates the given reaction. (1) Reactant: N(OC(C)(C)C)=O.[C:8]([Cu])#[N:9].N[C:12]1[S:13][CH:14]=[C:15]([CH2:17][C:18]([O:20][CH2:21][CH3:22])=[O:19])[N:16]=1. The catalyst class is: 10. Product: [C:8]([C:12]1[S:13][CH:14]=[C:15]([CH2:17][C:18]([O:20][CH2:21][CH3:22])=[O:19])[N:16]=1)#[N:9]. (2) Reactant: C(=O)([O-])[O-].[K+].[K+].[C:7]([O:11][C:12](=[O:39])[NH:13][S:14]([C:17]1[CH:22]=[CH:21][C:20]([N:23]2[C:27]([C:28]3[CH:33]=[CH:32][C:31]([CH3:34])=[CH:30][CH:29]=3)=[CH:26][C:25]([C:35]([F:38])([F:37])[F:36])=[N:24]2)=[CH:19][CH:18]=1)(=[O:16])=[O:15])([CH3:10])([CH3:9])[CH3:8].Br[CH2:41][C:42]([O:44][C:45]([CH3:48])([CH3:47])[CH3:46])=[O:43].O. Product: [C:7]([O:11][C:12]([N:13]([S:14]([C:17]1[CH:18]=[CH:19][C:20]([N:23]2[C:27]([C:28]3[CH:29]=[CH:30][C:31]([CH3:34])=[CH:32][CH:33]=3)=[CH:26][C:25]([C:35]([F:37])([F:38])[F:36])=[N:24]2)=[CH:21][CH:22]=1)(=[O:15])=[O:16])[CH2:41][C:42]([O:44][C:45]([CH3:48])([CH3:47])[CH3:46])=[O:43])=[O:39])([CH3:10])([CH3:8])[CH3:9]. The catalyst class is: 3. (3) Reactant: [Cl:1][CH2:2][CH2:3][CH2:4][NH:5][C:6]([C:8]1[CH:9]=[N:10][N:11]2[CH:16]=[CH:15][C:14]([NH:17][C@@H:18]([C:21]3[C:22]([O:28][CH3:29])=[N:23][CH:24]=[C:25]([F:27])[CH:26]=3)[CH2:19][OH:20])=[N:13][C:12]=12)=[O:7].C1N=CN([C:35](N2C=NC=C2)=[O:36])C=1. Product: [Cl:1][CH2:2][CH2:3][CH2:4][NH:5][C:6]([C:8]1[CH:9]=[N:10][N:11]2[CH:16]=[CH:15][C:14]([N:17]3[C@@H:18]([C:21]4[C:22]([O:28][CH3:29])=[N:23][CH:24]=[C:25]([F:27])[CH:26]=4)[CH2:19][O:20][C:35]3=[O:36])=[N:13][C:12]=12)=[O:7]. The catalyst class is: 10. (4) Reactant: [N:1]1([C:8]2[C:9](OS(C(F)(F)F)(=O)=O)=[N:10][C:11]3[C:16]([N:17]=2)=[CH:15][C:14]([C:18]([O:20][CH3:21])=[O:19])=[CH:13][CH:12]=3)[CH2:7][CH2:6][CH2:5][CH2:4][CH2:3][CH2:2]1.[S:30]1[C:34](B(O)O)=[CH:33][C:32]2[CH:38]=[CH:39][CH:40]=[CH:41][C:31]1=2.[O-]P([O-])([O-])=O.[K+].[K+].[K+]. Product: [N:1]1([C:8]2[C:9]([C:34]3[S:30][C:31]4[CH:41]=[CH:40][CH:39]=[CH:38][C:32]=4[CH:33]=3)=[N:10][C:11]3[C:16]([N:17]=2)=[CH:15][C:14]([C:18]([O:20][CH3:21])=[O:19])=[CH:13][CH:12]=3)[CH2:7][CH2:6][CH2:5][CH2:4][CH2:3][CH2:2]1. The catalyst class is: 70. (5) Reactant: [N:1]1([S:5]([NH2:8])(=[O:7])=[O:6])[CH2:4][CH2:3][CH2:2]1.C1(P(C2CCCCC2)C2C=CC=CC=2C2C(C(C)C)=CC(C(C)C)=CC=2C(C)C)CCCCC1.C(=O)([O-])[O-].[Cs+].[Cs+].ClC1C=C(OC2COC(C3C=CC=CC=3)OC2)N=C(SCC2C=CC=C(F)C=2F)N=1.Cl[C:80]1[CH:85]=[C:84]([O:86][C@@H:87]([C@@H:89]2[CH2:93][O:92][C:91]([CH3:95])([CH3:94])[O:90]2)[CH3:88])[N:83]=[C:82]([S:96][CH2:97][C:98]2[CH:103]=[CH:102][CH:101]=[C:100]([F:104])[C:99]=2[F:105])[N:81]=1.[Cl-].[NH4+]. Product: [F:105][C:99]1[C:100]([F:104])=[CH:101][CH:102]=[CH:103][C:98]=1[CH2:97][S:96][C:82]1[N:81]=[C:80]([NH:8][S:5]([N:1]2[CH2:4][CH2:3][CH2:2]2)(=[O:7])=[O:6])[CH:85]=[C:84]([O:86][C@@H:87]([C@@H:89]2[CH2:93][O:92][C:91]([CH3:94])([CH3:95])[O:90]2)[CH3:88])[N:83]=1. The catalyst class is: 62. (6) Product: [S:1]1[CH:5]=[C:4]([CH:6]([NH:10][C:11]2[CH:16]=[CH:15][CH:14]=[CH:13][C:12]=2[CH2:17][CH3:18])[C:7]([O:9][C@@H:50]2[CH:51]3[CH2:54][CH2:55][N:48]([CH2:53][CH2:52]3)[CH2:49]2)=[O:8])[C:3]2[CH:19]=[CH:20][CH:21]=[CH:22][C:2]1=2. The catalyst class is: 1. Reactant: [S:1]1[CH:5]=[C:4]([CH:6]([NH:10][C:11]2[CH:16]=[CH:15][CH:14]=[CH:13][C:12]=2[CH2:17][CH3:18])[C:7]([OH:9])=[O:8])[C:3]2[CH:19]=[CH:20][CH:21]=[CH:22][C:2]1=2.C1C=CC2N(O)N=NC=2C=1.C1CCC(N=C=NC2CCCCC2)CC1.[N:48]12[CH2:55][CH2:54][CH:51]([CH2:52][CH2:53]1)[C@@H:50](O)[CH2:49]2.